Predict the reactants needed to synthesize the given product. From a dataset of Full USPTO retrosynthesis dataset with 1.9M reactions from patents (1976-2016). (1) Given the product [CH3:4][O:5][C:6]([C:8]1[CH:9]=[N+:10]([O-:1])[C:11]([CH3:14])=[CH:12][CH:13]=1)=[O:7], predict the reactants needed to synthesize it. The reactants are: [OH:1]O.O.[CH3:4][O:5][C:6]([C:8]1[CH:9]=[N:10][C:11]([CH3:14])=[CH:12][CH:13]=1)=[O:7]. (2) Given the product [CH2:29]([O:36][C:37]([C@@H:39]1[CH2:43][CH2:42][CH2:41][N:40]1[C:44](=[O:60])[C@@H:45]([NH:52][C:53]([O:55][CH3:56])=[O:54])[CH:46]([CH3:51])[CH3:47])=[O:38])[C:30]1[CH:31]=[CH:32][CH:33]=[CH:34][CH:35]=1, predict the reactants needed to synthesize it. The reactants are: COC(N[C@@H](C(C)C)C(O)=O)=O.Cl.C(OC(=O)[C@@H]1CCCN1)C1C=CC=CC=1.[CH2:29]([O:36][C:37]([C@@H:39]1[CH2:43][CH2:42][CH2:41][N:40]1[C:44](=[O:60])[C@H:45]([NH:52][C:53]([O:55][C:56](C)(C)C)=[O:54])[C:46]1[CH:51]=CC=C[CH:47]=1)=[O:38])[C:30]1[CH:35]=[CH:34][CH:33]=[CH:32][CH:31]=1. (3) Given the product [Cl:27][C:22]1[CH:21]=[C:20]([NH:19][C:5]2[C:4]3[C:9](=[C:10]([C:12]([N:14]([CH3:15])[CH3:16])=[O:13])[CH:11]=[C:2]([NH:1][CH2:34][CH:28]4[CH2:33][CH2:32][CH2:31][CH2:30][CH2:29]4)[CH:3]=3)[N:8]=[CH:7][C:6]=2[C:17]#[N:18])[CH:25]=[CH:24][C:23]=1[F:26], predict the reactants needed to synthesize it. The reactants are: [NH2:1][C:2]1[CH:3]=[C:4]2[C:9](=[C:10]([C:12]([N:14]([CH3:16])[CH3:15])=[O:13])[CH:11]=1)[N:8]=[CH:7][C:6]([C:17]#[N:18])=[C:5]2[NH:19][C:20]1[CH:25]=[CH:24][C:23]([F:26])=[C:22]([Cl:27])[CH:21]=1.[CH:28]1([CH:34]=O)[CH2:33][CH2:32][CH2:31][CH2:30][CH2:29]1.CO.[BH3-]C#N.[Na+].